Dataset: Reaction yield outcomes from USPTO patents with 853,638 reactions. Task: Predict the reaction yield, written as a fraction of the theoretical maximum amount of product (1.0 means a 100% yield; for example, 0.34 means a 34% yield). (1) The reactants are [NH2:1][CH:2]([C:9]1[CH:14]=[CH:13][CH:12]=[CH:11][CH:10]=1)[C:3]1[CH:8]=[CH:7][CH:6]=[CH:5][CH:4]=1.[CH2:15]([CH:17]1[O:19][CH2:18]1)[Cl:16]. The catalyst is CO. The product is [ClH:16].[C:9]1([CH:2]([C:3]2[CH:8]=[CH:7][CH:6]=[CH:5][CH:4]=2)[N:1]2[CH2:18][CH:17]([OH:19])[CH2:15]2)[CH:14]=[CH:13][CH:12]=[CH:11][CH:10]=1. The yield is 0.450. (2) The reactants are N[C:2]1[CH:3]=[C:4]([CH:7]=[CH:8][CH:9]=1)[C:5]#[N:6].N([O-])=O.[Na+].[S:14](=[O:16])=[O:15].[ClH:17]. The catalyst is O.CC(O)=O.[Cu]Cl. The product is [C:5]([C:4]1[CH:3]=[C:2]([S:14]([Cl:17])(=[O:16])=[O:15])[CH:9]=[CH:8][CH:7]=1)#[N:6]. The yield is 0.450. (3) The reactants are [NH2:1][C:2]1[C:7]([O:8][CH2:9][C:10]2[CH:17]=[CH:16][CH:15]=[CH:14][C:11]=2[C:12]#[N:13])=[CH:6][C:5](Br)=[CH:4][N:3]=1.[C:19]([C:22]1[CH:27]=[CH:26][C:25](B(O)O)=[CH:24][CH:23]=1)([OH:21])=[O:20].C(=O)([O-])[O-].[K+].[K+].CN(C)C=O. The catalyst is C1C=CC([P]([Pd]([P](C2C=CC=CC=2)(C2C=CC=CC=2)C2C=CC=CC=2)([P](C2C=CC=CC=2)(C2C=CC=CC=2)C2C=CC=CC=2)[P](C2C=CC=CC=2)(C2C=CC=CC=2)C2C=CC=CC=2)(C2C=CC=CC=2)C2C=CC=CC=2)=CC=1.O. The product is [NH2:1][C:2]1[N:3]=[CH:4][C:5]([C:25]2[CH:26]=[CH:27][C:22]([C:19]([OH:21])=[O:20])=[CH:23][CH:24]=2)=[CH:6][C:7]=1[O:8][CH2:9][C:10]1[CH:17]=[CH:16][CH:15]=[CH:14][C:11]=1[C:12]#[N:13]. The yield is 0.830. (4) The reactants are [Cl:1][C:2]1[CH:7]=[CH:6][CH:5]=[CH:4][C:3]=1[CH:8]([CH3:11])[C:9]#[N:10].B.C1COCC1. The catalyst is C1(C)C=CC=CC=1. The product is [Cl:1][C:2]1[CH:7]=[CH:6][CH:5]=[CH:4][C:3]=1[CH:8]([CH3:11])[CH2:9][NH2:10]. The yield is 0.970. (5) The reactants are [N:1]([CH:4]1[CH:10]([OH:11])[CH2:9][CH2:8][CH2:7][N:6]([C:12]([O:14][CH2:15][C:16]2[CH:21]=[CH:20][CH:19]=[CH:18][CH:17]=2)=[O:13])[CH2:5]1)=[N+]=[N-].C1C=CC(P(C2C=CC=CC=2)C2C=CC=CC=2)=CC=1. The catalyst is C1COCC1.O. The product is [NH2:1][CH:4]1[CH:10]([OH:11])[CH2:9][CH2:8][CH2:7][N:6]([C:12]([O:14][CH2:15][C:16]2[CH:21]=[CH:20][CH:19]=[CH:18][CH:17]=2)=[O:13])[CH2:5]1. The yield is 0.450. (6) The reactants are [P:1](Cl)(Cl)(=[O:9])[O:2][C:3]1[CH:8]=[CH:7][CH:6]=[CH:5][CH:4]=1.[Cl:12][C:13]1[CH:18]=[C:17]([Cl:19])[CH:16]=[CH:15][C:14]=1[OH:20].C(N(CC)CC)C.[CH:28]([O:31][C:32](=[O:36])[C@H:33]([CH3:35])[NH2:34])([CH3:30])[CH3:29]. The catalyst is C(Cl)Cl.C(OCC)(=O)C.CCCCCC. The product is [Cl:12][C:13]1[CH:18]=[C:17]([Cl:19])[CH:16]=[CH:15][C:14]=1[O:20][P:1]([NH:34][C@@H:33]([CH3:35])[C:32]([O:31][CH:28]([CH3:30])[CH3:29])=[O:36])([O:2][C:3]1[CH:8]=[CH:7][CH:6]=[CH:5][CH:4]=1)=[O:9]. The yield is 0.660. (7) The yield is 0.500. The product is [CH2:17]([N:24]1[C:8]([CH2:7][CH2:6][OH:10])=[CH:9][N:26]=[N:25]1)[C:18]1[CH:23]=[CH:22][CH:21]=[CH:20][CH:19]=1. The reactants are C([Mg]Cl)(C)C.[CH2:6]([O:10]C1CCCCO1)[CH2:7][C:8]#[CH:9].[CH2:17]([N:24]=[N+:25]=[N-:26])[C:18]1[CH:23]=[CH:22][CH:21]=[CH:20][CH:19]=1. The catalyst is O1CCCC1. (8) The reactants are [Cl:1][C:2]1[CH:3]=[C:4]([CH2:21][C:22]([O:24]CC)=[O:23])[CH:5]=[CH:6][C:7]=1[NH:8][C:9]([C:11]1[C:19]2[C:14](=[CH:15][CH:16]=[CH:17][CH:18]=2)[N:13]([CH3:20])[CH:12]=1)=[O:10].[OH-].[Na+]. The catalyst is C1COCC1.Cl. The product is [Cl:1][C:2]1[CH:3]=[C:4]([CH2:21][C:22]([OH:24])=[O:23])[CH:5]=[CH:6][C:7]=1[NH:8][C:9]([C:11]1[C:19]2[C:14](=[CH:15][CH:16]=[CH:17][CH:18]=2)[N:13]([CH3:20])[CH:12]=1)=[O:10]. The yield is 0.930.